The task is: Predict the reactants needed to synthesize the given product.. This data is from Full USPTO retrosynthesis dataset with 1.9M reactions from patents (1976-2016). (1) Given the product [CH2:41]([O:37][C:34](=[O:36])[C:7]1[CH:12]=[CH:11][C:10]([C:13]2[CH2:17][C:16]([C:22]3[CH:27]=[C:26]([Cl:28])[CH:25]=[C:24]([Cl:29])[CH:23]=3)([C:18]([F:19])([F:20])[F:21])[O:15][N:14]=2)=[CH:9][C:8]=1[O:30][CH3:31])[CH3:42], predict the reactants needed to synthesize it. The reactants are: FC(F)(F)S(O[C:7]1[CH:12]=[CH:11][C:10]([C:13]2[CH2:17][C:16]([C:22]3[CH:27]=[C:26]([Cl:28])[CH:25]=[C:24]([Cl:29])[CH:23]=3)([C:18]([F:21])([F:20])[F:19])[O:15][N:14]=2)=[CH:9][C:8]=1[O:30][CH3:31])(=O)=O.[C:34]([O-:37])(=[O:36])C.[Na+].[C]=O.[CH2:41](O)[CH3:42]. (2) Given the product [N+:24]([C:19]1[CH:20]=[N:21][CH:22]=[CH:23][C:18]=1[C:9]1[CH2:14][CH2:13][CH2:12][C:11](=[O:15])[CH:10]=1)([O-:26])=[O:25], predict the reactants needed to synthesize it. The reactants are: CC1(C)C(C)(C)OB([C:9]2[CH2:14][CH2:13][CH2:12][C:11](=[O:15])[CH:10]=2)O1.Cl[C:18]1[CH:23]=[CH:22][N:21]=[CH:20][C:19]=1[N+:24]([O-:26])=[O:25].